Task: Predict the reactants needed to synthesize the given product.. Dataset: Full USPTO retrosynthesis dataset with 1.9M reactions from patents (1976-2016) (1) Given the product [OH:9][CH:3]1[C:2]([CH3:10])([CH3:1])[CH2:6][C:5]([C:7]#[N:8])=[CH:4]1, predict the reactants needed to synthesize it. The reactants are: [CH3:1][C:2]1([CH3:10])[CH2:6][C:5]([C:7]#[N:8])=[CH:4][C:3]1=[O:9].[BH4-].[Na+].C(O)(=O)C. (2) Given the product [C:1]([O:4][CH2:5][C:6]1[CH:11]=[CH:10][C:9]([O:12][CH2:13][CH2:14][O:15][C:16](=[O:18])[CH3:17])=[CH:8][N+:7]=1[O-:27])(=[O:3])[CH3:2], predict the reactants needed to synthesize it. The reactants are: [C:1]([O:4][CH2:5][C:6]1[CH:11]=[CH:10][C:9]([O:12][CH2:13][CH2:14][O:15][C:16](=[O:18])[CH3:17])=[CH:8][N:7]=1)(=[O:3])[CH3:2].ClC1C=CC=C(C(OO)=[O:27])C=1.C(=O)(O)[O-].[Na+]. (3) Given the product [Br:1][C:2]1[CH:3]=[N:4][N:5]2[CH:10]=[CH:9][C:8]([NH:11][C@@H:12]([CH:15]([CH3:17])[CH3:16])[CH2:13][NH:22][CH2:21][CH2:20][O:19][CH3:18])=[N:7][C:6]=12, predict the reactants needed to synthesize it. The reactants are: [Br:1][C:2]1[CH:3]=[N:4][N:5]2[CH:10]=[CH:9][C:8]([NH:11][C@@H:12]([CH:15]([CH3:17])[CH3:16])[CH:13]=O)=[N:7][C:6]=12.[CH3:18][O:19][CH2:20][CH2:21][NH2:22]. (4) Given the product [C:14]([N:11]1[CH2:12][CH2:13][N:8]([C:26]([O:28][C:29]([CH3:30])([CH3:31])[CH3:32])=[O:27])[CH2:9][CH2:10]1)([CH3:17])([CH3:16])[CH3:15], predict the reactants needed to synthesize it. The reactants are: C([N:8]1[CH2:13][CH2:12][N:11]([C:14]([CH3:17])([CH3:16])[CH3:15])[CH2:10][CH2:9]1)C1C=CC=CC=1.[C:26](O[C:26]([O:28][C:29]([CH3:32])([CH3:31])[CH3:30])=[O:27])([O:28][C:29]([CH3:32])([CH3:31])[CH3:30])=[O:27]. (5) Given the product [CH2:7]1[C:16]2[C:11](=[CH:12][CH:13]=[CH:14][CH:15]=2)[CH2:10][CH2:9][N:8]1[C:18]1[CH:23]=[C:22]([CH3:24])[C:21]([NH:25][C:26](=[O:32])[CH2:27][C:28]([CH3:29])([CH3:30])[CH3:31])=[C:20]([CH3:33])[CH:19]=1, predict the reactants needed to synthesize it. The reactants are: CC(C)([O-])C.[K+].[CH2:7]1[C:16]2[C:11](=[CH:12][CH:13]=[CH:14][CH:15]=2)[CH2:10][CH2:9][NH:8]1.Br[C:18]1[CH:23]=[C:22]([CH3:24])[C:21]([NH:25][C:26](=[O:32])[CH2:27][C:28]([CH3:31])([CH3:30])[CH3:29])=[C:20]([CH3:33])[CH:19]=1. (6) Given the product [NH2:22][C:4]1[CH:3]=[C:2]([Br:1])[C:7]([S:8]([NH:9][C:10]2[CH:19]=[CH:18][C:13]3[CH2:14][O:15][B:16]([OH:17])[C:12]=3[CH:11]=2)(=[O:20])=[O:21])=[N:6][CH:5]=1, predict the reactants needed to synthesize it. The reactants are: [Br:1][C:2]1[CH:3]=[C:4]([NH:22]C(=O)C)[CH:5]=[N:6][C:7]=1[S:8](=[O:21])(=[O:20])[NH:9][C:10]1[CH:19]=[CH:18][C:13]2[CH2:14][O:15][B:16]([OH:17])[C:12]=2[CH:11]=1.